Dataset: Full USPTO retrosynthesis dataset with 1.9M reactions from patents (1976-2016). Task: Predict the reactants needed to synthesize the given product. (1) Given the product [Cl:1][C:2]1[C:26]2[O:25][C:9]3[C:10](=[O:24])[N:11]([C@@H:13]([CH2:17][CH:18]4[CH2:23][CH2:22][CH2:21][CH2:20][CH2:19]4)[C:14]([NH:27][C:28]4[CH:33]=[CH:32][CH:31]=[CH:30][N:29]=4)=[O:15])[CH2:12][C:8]=3[CH2:7][C:6]=2[CH:5]=[CH:4][CH:3]=1, predict the reactants needed to synthesize it. The reactants are: [Cl:1][C:2]1[C:26]2[O:25][C:9]3[C:10](=[O:24])[N:11]([C@@H:13]([CH2:17][CH:18]4[CH2:23][CH2:22][CH2:21][CH2:20][CH2:19]4)[C:14](O)=[O:15])[CH2:12][C:8]=3[CH2:7][C:6]=2[CH:5]=[CH:4][CH:3]=1.[NH2:27][C:28]1[CH:33]=[CH:32][CH:31]=[CH:30][N:29]=1.ON1C2C=CC=CC=2N=N1. (2) Given the product [OH:8][C@H:9]1[C@H:13]2[O:14][CH2:15][C@:10]1([CH2:32][OH:33])[O:11][C@H:12]2[N:16]1[CH:31]=[CH:30][C:20]([NH2:21])=[N:19][C:17]1=[O:18], predict the reactants needed to synthesize it. The reactants are: C([O:8][C@H:9]1[C@H:13]2[O:14][CH2:15][C@:10]1([CH2:32][O:33]CC1C=CC=CC=1)[O:11][C@H:12]2[N:16]1[CH:31]=[CH:30][C:20]([NH:21]C(=O)C2C=CC=CC=2)=[N:19][C:17]1=[O:18])C1C=CC=CC=1.C1CC=CCC=1. (3) Given the product [N+:12]([C:8]1[NH:7][O:6][CH:11]=[CH:10][CH:9]=1)([O-:14])=[O:13], predict the reactants needed to synthesize it. The reactants are: S(=O)(=O)(O)O.[O:6]1[CH:11]=[CH:10][CH:9]=[CH:8][NH:7]1.[N+:12]([O-])([OH:14])=[O:13].[OH-].[Na+]. (4) Given the product [CH2:1]([N:8]1[C:12](=[O:13])[N:11]([C:14]2[CH:15]=[N:16][N:17]([CH2:19][C:20]3[C:21]([CH3:26])=[N:22][O:23][C:24]=3[CH3:25])[CH:18]=2)[C:10](=[O:27])[N:9]1[CH2:31][CH2:30][O:29][CH3:28])[C:2]1[CH:3]=[CH:4][CH:5]=[CH:6][CH:7]=1, predict the reactants needed to synthesize it. The reactants are: [CH2:1]([N:8]1[C:12](=[O:13])[N:11]([C:14]2[CH:15]=[N:16][N:17]([CH2:19][C:20]3[C:21]([CH3:26])=[N:22][O:23][C:24]=3[CH3:25])[CH:18]=2)[C:10](=[O:27])[NH:9]1)[C:2]1[CH:7]=[CH:6][CH:5]=[CH:4][CH:3]=1.[CH3:28][O:29][CH2:30][CH2:31]Br.